This data is from Full USPTO retrosynthesis dataset with 1.9M reactions from patents (1976-2016). The task is: Predict the reactants needed to synthesize the given product. (1) Given the product [C:32]1([C@@H:31]([NH:38][C:39]([C:18]2[CH:19]=[CH:20][C:15]([C:5]3([CH3:14])[C:4](=[O:22])[C:3]4[C:8](=[CH:9][C:10]([Cl:12])=[CH:11][C:2]=4[Cl:1])[NH:7][C:6]3=[O:13])=[CH:16][CH:17]=2)=[O:40])[CH3:30])[CH:37]=[CH:36][CH:35]=[CH:34][CH:33]=1, predict the reactants needed to synthesize it. The reactants are: [Cl:1][C:2]1[CH:11]=[C:10]([Cl:12])[CH:9]=[C:8]2[C:3]=1[C:4](=[O:22])[C:5]([C:15]1[CH:20]=[CH:19][C:18](O)=[CH:17][CH:16]=1)([CH3:14])[C:6](=[O:13])[NH:7]2.C(N(CC)CC)C.[CH3:30][C@H:31]([N:38]=[C:39]=[O:40])[C:32]1[CH:37]=[CH:36][CH:35]=[CH:34][CH:33]=1. (2) Given the product [CH2:1]([O:3][C:4](=[O:31])[C:5]([NH:9][C:10]([C:12]1[CH:21]=[C:20]([Cl:22])[C:19]2[C:14](=[CH:15][CH:16]=[CH:17][CH:18]=2)[C:13]=1[O:23][CH2:24][CH:25]1[CH2:26][CH2:27][N:28]([CH:42]([CH3:44])[CH3:46])[CH2:29][CH2:30]1)=[O:11])([CH3:8])[CH2:6][CH3:7])[CH3:2], predict the reactants needed to synthesize it. The reactants are: [CH2:1]([O:3][C:4](=[O:31])[C:5]([NH:9][C:10]([C:12]1[CH:21]=[C:20]([Cl:22])[C:19]2[C:14](=[CH:15][CH:16]=[CH:17][CH:18]=2)[C:13]=1[O:23][CH2:24][CH:25]1[CH2:30][CH2:29][NH:28][CH2:27][CH2:26]1)=[O:11])([CH3:8])[CH2:6][CH3:7])[CH3:2].[BH-](O[C:42]([CH3:44])=O)(OC(C)=O)OC(C)=O.[Na+].[C:46](=O)([O-])O.[Na+]. (3) Given the product [C:26]([O:30][C:31](=[O:47])[C:32]1[CH:37]=[CH:36][C:35]([C:2]2[N:11]=[C:10]3[N:4]([CH2:5][CH2:6][C:7]4[CH:23]=[CH:22][CH:21]=[CH:20][C:8]=4[CH:9]3[O:12][CH:13]3[CH2:14][CH2:15][N:16]([CH3:19])[CH2:17][CH2:18]3)[C:3]=2[C:24]#[N:25])=[CH:34][CH:33]=1)([CH3:29])([CH3:27])[CH3:28], predict the reactants needed to synthesize it. The reactants are: I[C:2]1[N:11]=[C:10]2[N:4]([CH2:5][CH2:6][C:7]3[CH:23]=[CH:22][CH:21]=[CH:20][C:8]=3[CH:9]2[O:12][CH:13]2[CH2:18][CH2:17][N:16]([CH3:19])[CH2:15][CH2:14]2)[C:3]=1[C:24]#[N:25].[C:26]([O:30][C:31](=[O:47])[C:32]1[CH:37]=[CH:36][C:35](B2OC(C)(C)C(C)(C)O2)=[CH:34][CH:33]=1)([CH3:29])([CH3:28])[CH3:27].C([O-])([O-])=O.[K+].[K+]. (4) The reactants are: [CH2:1]([C@H:8]1[N:13]([C:14]([C:16]2[N:17]=[CH:18][N:19]([CH:27]3[CH2:32][CH2:31][CH2:30][CH2:29][C:28]3([CH2:34][CH2:35][CH2:36][CH3:37])[OH:33])[C:20]=2[C:21]2[CH:26]=[CH:25][CH:24]=[CH:23][CH:22]=2)=[O:15])[CH2:12][CH2:11][N:10](C(OC(C)(C)C)=O)[CH2:9]1)[C:2]1[CH:7]=[CH:6][CH:5]=[CH:4][CH:3]=1.C(OCC)(=O)C.[ClH:51]. Given the product [ClH:51].[CH2:1]([C@@H:8]1[CH2:9][NH:10][CH2:11][CH2:12][N:13]1[C:14]([C:16]1[N:17]=[CH:18][N:19]([CH:27]2[CH2:32][CH2:31][CH2:30][CH2:29][C:28]2([CH2:34][CH2:35][CH2:36][CH3:37])[OH:33])[C:20]=1[C:21]1[CH:22]=[CH:23][CH:24]=[CH:25][CH:26]=1)=[O:15])[C:2]1[CH:3]=[CH:4][CH:5]=[CH:6][CH:7]=1, predict the reactants needed to synthesize it. (5) Given the product [Br:26][C:10]1[N:9]=[C:8]([C@@H:11]2[CH2:15][CH2:14][N:13]([C:16]([O:18][CH2:19][C:20]3[CH:25]=[CH:24][CH:23]=[CH:22][CH:21]=3)=[O:17])[CH2:12]2)[N:4]2[CH:5]=[CH:6][N:7]=[C:2]([CH3:1])[C:3]=12, predict the reactants needed to synthesize it. The reactants are: [CH3:1][C:2]1[C:3]2[N:4]([C:8]([C@@H:11]3[CH2:15][CH2:14][N:13]([C:16]([O:18][CH2:19][C:20]4[CH:25]=[CH:24][CH:23]=[CH:22][CH:21]=4)=[O:17])[CH2:12]3)=[N:9][CH:10]=2)[CH:5]=[CH:6][N:7]=1.[Br:26]N1C(=O)CCC1=O.C(=O)([O-])O.[Na+]. (6) Given the product [C:34]1([B-:21]([C:15]2[CH:16]=[CH:17][CH:18]=[CH:19][CH:20]=2)([C:22]2[CH:23]=[CH:24][CH:25]=[CH:26][CH:27]=2)[C:28]2[CH:33]=[CH:32][CH:31]=[CH:30][CH:29]=2)[CH:35]=[CH:36][CH:37]=[CH:38][CH:39]=1.[CH2:10]([PH+:5]([CH2:1][CH2:2][CH2:3][CH3:4])[CH2:6][CH2:7][CH2:8][CH3:9])[CH2:11][CH2:12][CH3:13], predict the reactants needed to synthesize it. The reactants are: [CH2:1]([P:5]([CH2:10][CH2:11][CH2:12][CH3:13])[CH2:6][CH2:7][CH2:8][CH3:9])[CH2:2][CH2:3][CH3:4].Cl.[C:15]1([B-:21]([C:34]2[CH:39]=[CH:38][CH:37]=[CH:36][CH:35]=2)([C:28]2[CH:33]=[CH:32][CH:31]=[CH:30][CH:29]=2)[C:22]2[CH:27]=[CH:26][CH:25]=[CH:24][CH:23]=2)[CH:20]=[CH:19][CH:18]=[CH:17][CH:16]=1.[Na+].